Dataset: NCI-60 drug combinations with 297,098 pairs across 59 cell lines. Task: Regression. Given two drug SMILES strings and cell line genomic features, predict the synergy score measuring deviation from expected non-interaction effect. (1) Drug 1: C1C(C(OC1N2C=NC(=NC2=O)N)CO)O. Drug 2: C(CCl)NC(=O)N(CCCl)N=O. Cell line: OVCAR-4. Synergy scores: CSS=19.1, Synergy_ZIP=3.32, Synergy_Bliss=5.19, Synergy_Loewe=-2.33, Synergy_HSA=2.38. (2) Drug 1: CC12CCC3C(C1CCC2O)C(CC4=C3C=CC(=C4)O)CCCCCCCCCS(=O)CCCC(C(F)(F)F)(F)F. Drug 2: CN(C(=O)NC(C=O)C(C(C(CO)O)O)O)N=O. Cell line: LOX IMVI. Synergy scores: CSS=-5.98, Synergy_ZIP=8.43, Synergy_Bliss=5.85, Synergy_Loewe=-7.65, Synergy_HSA=-8.37. (3) Drug 1: CC1=C2C(C(=O)C3(C(CC4C(C3C(C(C2(C)C)(CC1OC(=O)C(C(C5=CC=CC=C5)NC(=O)C6=CC=CC=C6)O)O)OC(=O)C7=CC=CC=C7)(CO4)OC(=O)C)O)C)OC(=O)C. Drug 2: CN(CCCl)CCCl.Cl. Cell line: T-47D. Synergy scores: CSS=26.0, Synergy_ZIP=-9.39, Synergy_Bliss=-1.01, Synergy_Loewe=-12.8, Synergy_HSA=-7.63. (4) Drug 1: CCC1(CC2CC(C3=C(CCN(C2)C1)C4=CC=CC=C4N3)(C5=C(C=C6C(=C5)C78CCN9C7C(C=CC9)(C(C(C8N6C)(C(=O)OC)O)OC(=O)C)CC)OC)C(=O)OC)O.OS(=O)(=O)O. Drug 2: C1C(C(OC1N2C=NC(=NC2=O)N)CO)O. Cell line: MDA-MB-231. Synergy scores: CSS=5.96, Synergy_ZIP=-4.04, Synergy_Bliss=-1.37, Synergy_Loewe=-3.80, Synergy_HSA=-2.40. (5) Drug 1: CC1=C(C=C(C=C1)NC(=O)C2=CC=C(C=C2)CN3CCN(CC3)C)NC4=NC=CC(=N4)C5=CN=CC=C5. Drug 2: CC12CCC3C(C1CCC2OP(=O)(O)O)CCC4=C3C=CC(=C4)OC(=O)N(CCCl)CCCl.[Na+]. Cell line: KM12. Synergy scores: CSS=2.21, Synergy_ZIP=-1.79, Synergy_Bliss=-0.296, Synergy_Loewe=-0.214, Synergy_HSA=-0.165. (6) Drug 1: CC1CCC2CC(C(=CC=CC=CC(CC(C(=O)C(C(C(=CC(C(=O)CC(OC(=O)C3CCCCN3C(=O)C(=O)C1(O2)O)C(C)CC4CCC(C(C4)OC)OCCO)C)C)O)OC)C)C)C)OC. Drug 2: C1CN(P(=O)(OC1)NCCCl)CCCl. Cell line: SW-620. Synergy scores: CSS=1.35, Synergy_ZIP=-0.293, Synergy_Bliss=1.01, Synergy_Loewe=-1.77, Synergy_HSA=-1.77. (7) Drug 1: CC(CN1CC(=O)NC(=O)C1)N2CC(=O)NC(=O)C2. Drug 2: C1=NC(=NC(=O)N1C2C(C(C(O2)CO)O)O)N. Cell line: EKVX. Synergy scores: CSS=7.29, Synergy_ZIP=-1.51, Synergy_Bliss=0.102, Synergy_Loewe=0.198, Synergy_HSA=-0.638.